This data is from Peptide-MHC class I binding affinity with 185,985 pairs from IEDB/IMGT. The task is: Regression. Given a peptide amino acid sequence and an MHC pseudo amino acid sequence, predict their binding affinity value. This is MHC class I binding data. (1) The peptide sequence is LYSRSFWFF. The MHC is HLA-A24:02 with pseudo-sequence HLA-A24:02. The binding affinity (normalized) is 1.00. (2) The peptide sequence is IAARILSEKR. The binding affinity (normalized) is 0.739. The MHC is HLA-A68:01 with pseudo-sequence HLA-A68:01. (3) The peptide sequence is KFYGPFVDR. The MHC is HLA-B08:01 with pseudo-sequence HLA-B08:01. The binding affinity (normalized) is 0. (4) The peptide sequence is KVMDFGIAR. The MHC is HLA-A02:06 with pseudo-sequence HLA-A02:06. The binding affinity (normalized) is 0.487.